Dataset: Full USPTO retrosynthesis dataset with 1.9M reactions from patents (1976-2016). Task: Predict the reactants needed to synthesize the given product. (1) Given the product [CH3:1][C:2]1[CH:17]=[CH:16][C:5]2[N:6]([CH2:9][C:10]3[C:11]4[C:12](=[CH:23][CH:24]=[CH:25][CH:26]=4)[N:13]=[CH:14][CH:15]=3)[CH:7]=[N:8][C:4]=2[C:3]=1[N+:18]([O-:20])=[O:19], predict the reactants needed to synthesize it. The reactants are: [CH3:1][C:2]1[CH:17]=[CH:16][C:5]2[N:6]([CH2:9][C:10]3[CH:15]=[CH:14][N:13]=[CH:12][CH:11]=3)[CH:7]=[N:8][C:4]=2[C:3]=1[N+:18]([O-:20])=[O:19].Cl.Cl[CH2:23][C:24]1C2C(=CC=CC=2)N=[CH:26][CH:25]=1. (2) Given the product [CH3:13][C:8]1[CH:7]=[CH:6][C:5]2[C:4](=[CH:3][C:2]([NH2:27])=[CH:11][CH:10]=2)[N:26]=1, predict the reactants needed to synthesize it. The reactants are: Br[C:2]1[CH:11]=[C:10]2[C:5]([CH:6]=[CH:7][CH:8]=N2)=[CH:4][CH:3]=1.N1CCC[C@H:13]1C(O)=O.C([O-])([O-])=O.[K+].[K+].[NH3:26].[NH4+:27].[Cl-]. (3) Given the product [C@@:32]12([CH2:42][S:43]([O:22][C@@:15]([C:23]3[CH:28]=[CH:27][C:26]([F:29])=[CH:25][C:24]=3[F:30])([C@H:14]([C:11]3[S:12][CH:13]=[C:9]([C:6]4[CH:7]=[CH:8][C:3]([C:1]#[N:2])=[CH:4][CH:5]=4)[N:10]=3)[CH3:31])[CH2:16][N:17]3[CH:21]=[N:20][CH:19]=[N:18]3)(=[O:45])=[O:44])[C:39]([CH3:41])([CH3:40])[CH:36]([CH2:37][CH2:38]1)[CH2:35][C:33]2=[O:34], predict the reactants needed to synthesize it. The reactants are: [C:1]([C:3]1[CH:8]=[CH:7][C:6]([C:9]2[N:10]=[C:11]([CH:14]([CH3:31])[C:15]([C:23]3[CH:28]=[CH:27][C:26]([F:29])=[CH:25][C:24]=3[F:30])([OH:22])[CH2:16][N:17]3[CH:21]=[N:20][CH:19]=[N:18]3)[S:12][CH:13]=2)=[CH:5][CH:4]=1)#[N:2].[C@@:32]12([CH2:42][S:43](O)(=[O:45])=[O:44])[C:39]([CH3:41])([CH3:40])[CH:36]([CH2:37][CH2:38]1)[CH2:35][C:33]2=[O:34]. (4) Given the product [ClH:36].[NH2:5][C@H:9]([C:10]([NH:12][C@@H:13]([CH2:27][CH2:28][C:29]1[CH:34]=[CH:33][CH:32]=[CH:31][CH:30]=1)/[CH:14]=[CH:15]/[C:16]([NH:18][C:19]1[CH:20]=[CH:21][C:22]([O:25][CH3:26])=[CH:23][CH:24]=1)=[O:17])=[O:11])[CH3:35], predict the reactants needed to synthesize it. The reactants are: CC([N:5]([C@@H:9]([CH3:35])[C:10]([NH:12][C@@H:13]([CH2:27][CH2:28][C:29]1[CH:34]=[CH:33][CH:32]=[CH:31][CH:30]=1)/[CH:14]=[CH:15]/[C:16]([NH:18][C:19]1[CH:24]=[CH:23][C:22]([O:25][CH3:26])=[CH:21][CH:20]=1)=[O:17])=[O:11])C(=O)[O-])(C)C.[ClH:36].C([O-])(O)=O.[Na+].